This data is from Full USPTO retrosynthesis dataset with 1.9M reactions from patents (1976-2016). The task is: Predict the reactants needed to synthesize the given product. (1) Given the product [CH2:1]([O:8][C:9]1[CH:14]=[C:13]([N:15]2[CH:19]=[C:18]([F:20])[C:17]([F:21])=[CH:16]2)[CH:12]=[CH:11][C:10]=1[N:22]1[CH:34]=[C:30]([O:31][CH3:32])[C:29](=[O:33])[C:24]([C:25]([O:27][CH3:28])=[O:26])=[N:23]1)[C:2]1[CH:3]=[CH:4][CH:5]=[CH:6][CH:7]=1, predict the reactants needed to synthesize it. The reactants are: [CH2:1]([O:8][C:9]1[CH:14]=[C:13]([N:15]2[CH:19]=[C:18]([F:20])[C:17]([F:21])=[CH:16]2)[CH:12]=[CH:11][C:10]=1[NH:22][N:23]=[C:24]([C:29](=[O:33])[CH2:30][O:31][CH3:32])[C:25]([O:27][CH3:28])=[O:26])[C:2]1[CH:7]=[CH:6][CH:5]=[CH:4][CH:3]=1.[CH3:34]OC(OC)N(C)C. (2) Given the product [CH3:25][NH:24][C:4]1[CH:5]=[C:6]([CH2:9][CH2:10][N:11]2[CH2:12][CH2:13][NH:14][CH2:15][CH2:16]2)[CH:7]=[CH:8][C:3]=1[C:1]#[N:2], predict the reactants needed to synthesize it. The reactants are: [C:1]([C:3]1[CH:8]=[CH:7][C:6]([CH2:9][CH2:10][N:11]2[CH2:16][CH2:15][N:14](C(OC(C)(C)C)=O)[CH2:13][CH2:12]2)=[CH:5][C:4]=1[NH:24][CH3:25])#[N:2].C(O)(C(F)(F)F)=O. (3) Given the product [F:1][C:2]([F:19])([F:20])[C:3]1[CH:4]=[C:5]([CH2:6][OH:7])[CH:9]=[CH:10][C:11]=1[O:12][C@@H:13]([CH3:18])[C:14]([F:15])([F:16])[F:17], predict the reactants needed to synthesize it. The reactants are: [F:1][C:2]([F:20])([F:19])[C:3]1[CH:4]=[C:5]([CH:9]=[CH:10][C:11]=1[O:12][C@@H:13]([CH3:18])[C:14]([F:17])([F:16])[F:15])[C:6](O)=[O:7].B.C1COCC1.Cl. (4) Given the product [CH2:1]([C@:8]([OH:25])([CH2:22][CH2:23][O:24][Si:31]([C:44]([CH3:47])([CH3:46])[CH3:45])([C:38]1[CH:39]=[CH:40][CH:41]=[CH:42][CH:43]=1)[C:32]1[CH:37]=[CH:36][CH:35]=[CH:34][CH:33]=1)[C:9]([NH:11][C@H:12]1[C:20]2[C:15](=[CH:16][CH:17]=[CH:18][CH:19]=2)[CH2:14][C@H:13]1[OH:21])=[O:10])[C:2]1[CH:7]=[CH:6][CH:5]=[CH:4][CH:3]=1, predict the reactants needed to synthesize it. The reactants are: [CH2:1]([C@:8]([OH:25])([CH2:22][CH2:23][OH:24])[C:9]([NH:11][C@H:12]1[C:20]2[C:15](=[CH:16][CH:17]=[CH:18][CH:19]=2)[CH2:14][C@H:13]1[OH:21])=[O:10])[C:2]1[CH:7]=[CH:6][CH:5]=[CH:4][CH:3]=1.N1C=CN=C1.[Si:31](Cl)([C:44]([CH3:47])([CH3:46])[CH3:45])([C:38]1[CH:43]=[CH:42][CH:41]=[CH:40][CH:39]=1)[C:32]1[CH:37]=[CH:36][CH:35]=[CH:34][CH:33]=1. (5) The reactants are: [CH:1]1([CH2:4][C:5]2[C:6]3[N:7]([C:11]([C:21]4[CH:26]=[CH:25][N:24]=[C:23](SC)[N:22]=4)=[C:12]([C:14]4[CH:19]=[CH:18][C:17]([F:20])=[CH:16][CH:15]=4)[N:13]=3)[CH:8]=[CH:9][N:10]=2)[CH2:3][CH2:2]1.O[O:30][S:31]([O-:33])=O.[K+].[C:35]([O-])([O-])=O.[Na+].[Na+]. Given the product [CH:1]1([CH2:4][C:5]2[C:6]3[N:7]([C:11]([C:21]4[CH:26]=[CH:25][N:24]=[C:23]([S:31]([CH3:35])(=[O:33])=[O:30])[N:22]=4)=[C:12]([C:14]4[CH:15]=[CH:16][C:17]([F:20])=[CH:18][CH:19]=4)[N:13]=3)[CH:8]=[CH:9][N:10]=2)[CH2:2][CH2:3]1, predict the reactants needed to synthesize it.